From a dataset of Catalyst prediction with 721,799 reactions and 888 catalyst types from USPTO. Predict which catalyst facilitates the given reaction. (1) Product: [CH3:16][C:13]1([CH3:15])[C:12]([CH3:17])([CH3:18])[O:11][B:10]([C:20]2[CH:25]=[CH:24][CH:23]=[CH:22][C:21]=2[CH2:26][CH2:27][NH:28][C:29](=[O:38])[O:30][CH2:31][C:32]2[CH:33]=[CH:34][CH:35]=[CH:36][CH:37]=2)[O:14]1. Reactant: [B:10]1([B:10]2[O:14][C:13]([CH3:16])([CH3:15])[C:12]([CH3:18])([CH3:17])[O:11]2)[O:14][C:13]([CH3:16])([CH3:15])[C:12]([CH3:18])([CH3:17])[O:11]1.Br[C:20]1[CH:25]=[CH:24][CH:23]=[CH:22][C:21]=1[CH2:26][CH2:27][NH:28][C:29](=[O:38])[O:30][CH2:31][C:32]1[CH:37]=[CH:36][CH:35]=[CH:34][CH:33]=1.C([O-])(=O)C.[K+]. The catalyst class is: 294. (2) Reactant: [C:1]([O:4][C:5](=[O:7])[CH3:6])(=O)[CH3:2].[C:8]1([C:14]2[CH:19]=CC(O)=[CH:16][CH:15]=2)[CH:13]=[CH:12][CH:11]=[CH:10][CH:9]=1. Product: [C:5]([O:4][C:1]1[CH:16]=[CH:15][C:14]([C:8]2[CH:13]=[CH:12][CH:11]=[CH:10][CH:9]=2)=[CH:19][CH:2]=1)(=[O:7])[CH3:6]. The catalyst class is: 15. (3) Reactant: [NH2:1][C:2]1[C:3]2[C:10]([C:11]3[CH:16]=[CH:15][C:14]([O:17][C:18]4[CH:23]=[CH:22][CH:21]=[CH:20][CH:19]=4)=[CH:13][CH:12]=3)=[C:9](Br)[N:8]([C@@H:25]3[CH2:29][CH2:28][N:27]([C:30]([O:32][C:33]([CH3:36])([CH3:35])[CH3:34])=[O:31])[CH2:26]3)[C:4]=2[N:5]=[CH:6][N:7]=1.[CH3:37][C:38]1(C)[C:42](C)(C)OB(C(C)=C)O1.C([O-])([O-])=O.[Na+].[Na+]. Product: [NH2:1][C:2]1[C:3]2[C:10]([C:11]3[CH:16]=[CH:15][C:14]([O:17][C:18]4[CH:23]=[CH:22][CH:21]=[CH:20][CH:19]=4)=[CH:13][CH:12]=3)=[C:9]([C:38]([CH3:42])=[CH2:37])[N:8]([C@@H:25]3[CH2:29][CH2:28][N:27]([C:30]([O:32][C:33]([CH3:36])([CH3:35])[CH3:34])=[O:31])[CH2:26]3)[C:4]=2[N:5]=[CH:6][N:7]=1. The catalyst class is: 77. (4) Reactant: [C:1]([C:8]([NH2:15])(O)[CH2:9]CCCO)(OC(C)(C)C)=[O:2].[OH:16][C:17]([CH:19]([C:21]1[CH:34]=[CH:33][CH:32]=[C:23]([C:24]([C:26]2[CH:31]=[CH:30][CH:29]=[CH:28][CH:27]=2)=[O:25])[CH:22]=1)[CH3:20])=[O:18].[ClH:35].C([O:39][CH2:40][CH3:41])(=O)C.CCCCCC. Product: [NH2:15][CH:8]([CH2:9][CH2:41][CH2:40][OH:39])[CH2:1][OH:2].[ClH:35].[OH:18][C:17]([CH:19]([C:21]1[CH:34]=[CH:33][CH:32]=[C:23]([C:24]([C:26]2[CH:27]=[CH:28][CH:29]=[CH:30][CH:31]=2)=[O:25])[CH:22]=1)[CH3:20])=[O:16]. The catalyst class is: 4. (5) Reactant: Cl[C:2]1[C:11]([CH2:12][OH:13])=[CH:10][C:9]2[C:4](=[C:5]([CH3:14])[CH:6]=[CH:7][CH:8]=2)[N:3]=1.[NH:15]1[CH2:19][CH2:18][CH2:17][CH2:16]1. Product: [CH3:14][C:5]1[CH:6]=[CH:7][CH:8]=[C:9]2[C:4]=1[N:3]=[C:2]([N:15]1[CH2:19][CH2:18][CH2:17][CH2:16]1)[C:11]([CH2:12][OH:13])=[CH:10]2. The catalyst class is: 25. (6) Reactant: [H-].[Na+].[F:3][C:4]1[CH:5]=[C:6]([C:11]2[CH2:15][C:14]([CH3:25])([C:16]([NH:18][CH2:19][C:20]3[CH:21]=[N:22][NH:23][CH:24]=3)=[O:17])[O:13][N:12]=2)[CH:7]=[C:8]([F:10])[CH:9]=1.Br[CH2:27][C:28]#[N:29].S(=O)(=O)(O)O. Product: [C:28]([CH2:27][N:23]1[CH:24]=[C:20]([CH2:19][NH:18][C:16]([C:14]2([CH3:25])[O:13][N:12]=[C:11]([C:6]3[CH:5]=[C:4]([F:3])[CH:9]=[C:8]([F:10])[CH:7]=3)[CH2:15]2)=[O:17])[CH:21]=[N:22]1)#[N:29]. The catalyst class is: 3.